This data is from Reaction yield outcomes from USPTO patents with 853,638 reactions. The task is: Predict the reaction yield, written as a fraction of the theoretical maximum amount of product (1.0 means a 100% yield; for example, 0.34 means a 34% yield). The reactants are [CH:1]1([CH2:4][N:5]2[CH2:30][CH2:29][C@:12]34[C:13]5[C:14]6[O:28][C@H:11]3[C@H:10]([O:31][CH2:32][C:33]3[CH:38]=[CH:37][C:36]([O:39][CH3:40])=[CH:35][CH:34]=3)[CH2:9][CH2:8][C@@:7]4([OH:41])[C@H:6]2[CH2:19][C:18]=5[CH:17]=[CH:16][C:15]=6[O:20][CH2:21][C:22]2[CH:27]=[CH:26][CH:25]=[CH:24][CH:23]=2)[CH2:3][CH2:2]1.[H-].[Na+].S(OCCC)(O[CH2:48][CH2:49][CH3:50])(=O)=O.O. The catalyst is CN(C=O)C. The product is [CH:1]1([CH2:4][N:5]2[CH2:30][CH2:29][C@:12]34[C:13]5[C:14]6[O:28][C@H:11]3[C@H:10]([O:31][CH2:32][C:33]3[CH:38]=[CH:37][C:36]([O:39][CH3:40])=[CH:35][CH:34]=3)[CH2:9][CH2:8][C@@:7]4([O:41][CH2:48][CH2:49][CH3:50])[C@H:6]2[CH2:19][C:18]=5[CH:17]=[CH:16][C:15]=6[O:20][CH2:21][C:22]2[CH:27]=[CH:26][CH:25]=[CH:24][CH:23]=2)[CH2:3][CH2:2]1. The yield is 0.700.